This data is from Peptide-MHC class II binding affinity with 134,281 pairs from IEDB. The task is: Regression. Given a peptide amino acid sequence and an MHC pseudo amino acid sequence, predict their binding affinity value. This is MHC class II binding data. The peptide sequence is KYNLNRAMMLDDLTM. The MHC is DRB1_1501 with pseudo-sequence DRB1_1501. The binding affinity (normalized) is 0.485.